From a dataset of Full USPTO retrosynthesis dataset with 1.9M reactions from patents (1976-2016). Predict the reactants needed to synthesize the given product. (1) The reactants are: [F:1][C:2]1[CH:3]=[CH:4][C:5]([O:20][CH3:21])=[C:6]([C:8]([CH3:19])([CH3:18])[CH2:9][C:10]([OH:17])([C:13]([F:16])([F:15])[F:14])[CH:11]=O)[CH:7]=1.[NH2:22][C:23]1[CH:32]=[CH:31][CH:30]=[C:29]2[C:24]=1[CH:25]=[N:26][C:27]([CH3:33])=[N:28]2. Given the product [F:1][C:2]1[CH:3]=[CH:4][C:5]([O:20][CH3:21])=[C:6]([C:8]([CH3:19])([CH3:18])[CH2:9][C:10]([C:13]([F:16])([F:15])[F:14])([OH:17])[CH:11]=[N:22][C:23]2[CH:32]=[CH:31][CH:30]=[C:29]3[C:24]=2[CH:25]=[N:26][C:27]([CH3:33])=[N:28]3)[CH:7]=1, predict the reactants needed to synthesize it. (2) Given the product [Cl:1][C:2]1[N:7]=[C:6]([O:8][C:9]2[CH:10]=[C:11]([CH:12]=[CH:13][CH:14]=2)[NH2:15])[C:5]([O:18][CH3:19])=[CH:4][N:3]=1, predict the reactants needed to synthesize it. The reactants are: [Cl:1][C:2]1[N:7]=[C:6]([O:8][C:9]2[CH:14]=[CH:13][CH:12]=[C:11]([N+:15]([O-])=O)[CH:10]=2)[C:5]([O:18][CH3:19])=[CH:4][N:3]=1.[NH4+].[Cl-]. (3) Given the product [C:1]12([CH2:11][O:12][C:13]3[C:25]([CH:26]4[CH2:27][CH2:28]4)=[CH:24][C:16]([C:17]([OH:19])=[O:18])=[C:15]([F:29])[CH:14]=3)[CH2:2][CH:3]3[CH2:4][CH:5]([CH2:6][CH:7]([CH2:9]3)[CH2:8]1)[CH2:10]2, predict the reactants needed to synthesize it. The reactants are: [C:1]12([CH2:11][O:12][C:13]3[C:25]([CH:26]4[CH2:28][CH2:27]4)=[CH:24][C:16]([C:17]([O:19]C(C)(C)C)=[O:18])=[C:15]([F:29])[CH:14]=3)[CH2:10][CH:5]3[CH2:6][CH:7]([CH2:9][CH:3]([CH2:4]3)[CH2:2]1)[CH2:8]2.FC(F)(F)C(O)=O. (4) Given the product [CH2:1]([O:8][C:9]1[CH:14]=[C:13]([O:15][CH2:16][C:17]2[CH:22]=[CH:21][CH:20]=[CH:19][CH:18]=2)[C:12]([CH:23]([CH3:25])[CH3:24])=[CH:11][C:10]=1[C:26]([N:28]1[CH2:36][C:35]2[C:30](=[CH:31][CH:32]=[C:33]([O:37][CH2:39][CH2:40][O:41][CH3:42])[CH:34]=2)[CH2:29]1)=[O:27])[C:2]1[CH:7]=[CH:6][CH:5]=[CH:4][CH:3]=1, predict the reactants needed to synthesize it. The reactants are: [CH2:1]([O:8][C:9]1[CH:14]=[C:13]([O:15][CH2:16][C:17]2[CH:22]=[CH:21][CH:20]=[CH:19][CH:18]=2)[C:12]([CH:23]([CH3:25])[CH3:24])=[CH:11][C:10]=1[C:26]([N:28]1[CH2:36][C:35]2[C:30](=[CH:31][CH:32]=[C:33]([OH:37])[CH:34]=2)[CH2:29]1)=[O:27])[C:2]1[CH:7]=[CH:6][CH:5]=[CH:4][CH:3]=1.Cl[CH2:39][CH2:40][O:41][CH3:42].C([O-])([O-])=O.[K+].[K+]. (5) Given the product [CH3:19][C:3]1[CH:4]=[C:5]([CH:16]=[C:17]([CH3:18])[C:2]=1[C:26]1[CH:25]=[CH:24][N:23]=[CH:22][C:21]=1[CH3:20])[O:6][C:7]1[C:12]2[CH:13]=[CH:14][O:15][C:11]=2[CH:10]=[CH:9][N:8]=1, predict the reactants needed to synthesize it. The reactants are: Br[C:2]1[C:17]([CH3:18])=[CH:16][C:5]([O:6][C:7]2[C:12]3[CH:13]=[CH:14][O:15][C:11]=3[CH:10]=[CH:9][N:8]=2)=[CH:4][C:3]=1[CH3:19].[CH3:20][C:21]1[CH:22]=[N:23][CH:24]=[CH:25][C:26]=1B(O)O.ClC1C=C(OC)C=CC=1C1C(C)=NC=NC=1C. (6) The reactants are: [CH3:1][O:2][C:3]1[CH:8]=[CH:7][C:6]([CH:9]([C:24]2[CH:29]=[CH:28][C:27]([O:30][CH3:31])=[CH:26][CH:25]=2)[O:10][CH:11]([C:18]2[CH:23]=[CH:22][CH:21]=[CH:20][CH:19]=2)[CH:12]2[NH:16][CH2:15][CH:14]([OH:17])[CH2:13]2)=[CH:5][CH:4]=1.C(N(CC)CC)C.FC1C([O:46][C:47](=O)[CH2:48][CH2:49][CH2:50][CH2:51][CH2:52][N:53]2[C:61](=[O:62])[C:60]3[C:55](=[CH:56][CH:57]=[CH:58][CH:59]=3)[C:54]2=[O:63])=C(F)C(F)=C(F)C=1F.CO.C(Cl)(Cl)Cl. Given the product [CH3:1][O:2][C:3]1[CH:4]=[CH:5][C:6]([CH:9]([C:24]2[CH:25]=[CH:26][C:27]([O:30][CH3:31])=[CH:28][CH:29]=2)[O:10][CH:11]([C:18]2[CH:23]=[CH:22][CH:21]=[CH:20][CH:19]=2)[CH:12]2[CH2:13][CH:14]([OH:17])[CH2:15][N:16]2[C:47](=[O:46])[CH2:48][CH2:49][CH2:50][CH2:51][CH2:52][N:53]2[C:54](=[O:63])[C:55]3[C:60](=[CH:59][CH:58]=[CH:57][CH:56]=3)[C:61]2=[O:62])=[CH:7][CH:8]=1, predict the reactants needed to synthesize it. (7) Given the product [I:21][C:2]1[CH:7]=[C:6]([O:8][CH:9]([CH3:11])[CH3:10])[CH:5]=[C:4]([O:12][CH:13]([CH3:15])[CH3:14])[CH:3]=1, predict the reactants needed to synthesize it. The reactants are: Br[C:2]1[CH:7]=[C:6]([O:8][CH:9]([CH3:11])[CH3:10])[CH:5]=[C:4]([O:12][CH:13]([CH3:15])[CH3:14])[CH:3]=1.[Li]CCCC.[I:21]I. (8) Given the product [Cl:8][C:9]1[CH:10]=[C:11]([O:22][C:23]2[C:35]([F:36])=[CH:34][C:26]([C:27]([OH:29])=[O:28])=[C:25]([F:37])[CH:24]=2)[CH:12]=[N:13][C:14]=1[O:15][CH:16]1[CH2:17][CH2:18][O:19][CH2:20][CH2:21]1, predict the reactants needed to synthesize it. The reactants are: FC(F)(F)C(O)=O.[Cl:8][C:9]1[CH:10]=[C:11]([O:22][C:23]2[C:35]([F:36])=[CH:34][C:26]([C:27]([O:29]C(C)(C)C)=[O:28])=[C:25]([F:37])[CH:24]=2)[CH:12]=[N:13][C:14]=1[O:15][CH:16]1[CH2:21][CH2:20][O:19][CH2:18][CH2:17]1. (9) Given the product [CH3:18][O:17][CH:4]([CH2:5][C:6]1[CH:11]=[CH:10][CH:9]=[C:8]([O:12][CH2:13][CH2:14][CH2:15][O:30][C:27]2[CH:28]=[CH:29][C:23]3[S:22][C:21]([CH3:20])=[N:25][C:24]=3[CH:26]=2)[CH:7]=1)[C:3]([OH:2])=[O:19], predict the reactants needed to synthesize it. The reactants are: C[O:2][C:3](=[O:19])[CH:4]([O:17][CH3:18])[CH2:5][C:6]1[CH:11]=[CH:10][CH:9]=[C:8]([O:12][CH2:13][CH2:14][CH2:15]Br)[CH:7]=1.[CH3:20][C:21]1[S:22][C:23]2[CH:29]=[CH:28][C:27]([OH:30])=[CH:26][C:24]=2[N:25]=1.CO[C@@H](CC1C=CC(OCCCOC2C=CC=CC=2)=CC=1)C(O)=O.